Task: Regression/Classification. Given a drug SMILES string, predict its absorption, distribution, metabolism, or excretion properties. Task type varies by dataset: regression for continuous measurements (e.g., permeability, clearance, half-life) or binary classification for categorical outcomes (e.g., BBB penetration, CYP inhibition). Dataset: cyp2d6_veith.. Dataset: CYP2D6 inhibition data for predicting drug metabolism from PubChem BioAssay (1) The molecule is O=C1C=C[C@@H](O)[C@@H]2[C@@H]1CC[C@H]1C(=O)N(Cc3ccc4c(c3)OCO4)C(=O)[C@H]12. The result is 0 (non-inhibitor). (2) The compound is Cc1cccc(CCNc2nc3ccccc3n3nnnc23)c1. The result is 0 (non-inhibitor). (3) The compound is CC(=O)S[C@@H]1CC2=CC(=O)CC[C@@]2(C)[C@H]2CC[C@]3(C)[C@H](CC[C@@]34CCC(=O)O4)[C@@H]21. The result is 0 (non-inhibitor). (4) The result is 0 (non-inhibitor). The compound is Cn1c(=O)c(-c2ccc(F)cc2)nc2cnc(Oc3ccccc3)nc21. (5) The compound is NCCNC(=S)S. The result is 0 (non-inhibitor). (6) The molecule is CCC(C)(C)n1nnnc1C(C(C)C)N(Cc1ccco1)Cc1cc2cc3c(cc2[nH]c1=O)OCO3. The result is 1 (inhibitor). (7) The molecule is O=C(c1cnccn1)N1CCC2(CCN(Cc3nccs3)CC2)CC1. The result is 0 (non-inhibitor). (8) The compound is O=C(Nc1ccc(F)cc1)N1CC2CC(C1)c1cccc(=O)n1C2. The result is 0 (non-inhibitor). (9) The molecule is CN(C)C(=O)CSC1c2ccccc2C(=O)N1c1ccccc1. The result is 0 (non-inhibitor). (10) The drug is CCN1C[C@]2(COC)CC[C@H](O)[C@]34[C@H]1[C@](O)([C@@H](OC)[C@H]23)[C@@]1(O)C[C@H](OC)[C@H]2C[C@@H]4[C@H]1[C@@H]2OC. The result is 0 (non-inhibitor).